Dataset: Reaction yield outcomes from USPTO patents with 853,638 reactions. Task: Predict the reaction yield, written as a fraction of the theoretical maximum amount of product (1.0 means a 100% yield; for example, 0.34 means a 34% yield). (1) The reactants are [C:1]([O:4][C@@H:5]1[C@@H:10]([O:11][C:12](=[O:14])[CH3:13])[C@H:9]([O:15][C:16](=[O:18])[CH3:17])[C@@H:8]([CH2:19][O:20][C:21](=[O:23])[CH3:22])[O:7][CH:6]1[O:24]C1C=CC(C=O)=CC=1)(=[O:3])[CH3:2].[CH3:33][C:34]([CH3:37])([O-])[CH3:35].[K+].[Br-].[C:40]1([P+](C2C=CC=CC=2)(C2C=CC=CC=2)CC2OCCO2)[CH:45]=CC=C[CH:41]=1.[OH2:65].[CH2:66]1[CH2:70][O:69][CH2:68][CH2:67]1. No catalyst specified. The product is [C:1]([O:4][C@@H:5]1[C@@H:10]([O:11][C:12](=[O:14])[CH3:13])[C@H:9]([O:15][C:16](=[O:18])[CH3:17])[C@@H:8]([CH2:19][O:20][C:21](=[O:23])[CH3:22])[O:7][CH:6]1[O:24][CH:66]1[CH2:70][O:69][CH:68](/[CH:67]=[CH:33]/[C:34]2[CH:37]=[CH:45][CH:40]=[CH:41][CH:35]=2)[O:65]1)(=[O:3])[CH3:2]. The yield is 0.640. (2) The yield is 0.535. The reactants are [CH3:1][O:2][C:3]([C:5]1[CH:10]=[C:9]([NH2:11])[N:8]=[C:7](Cl)[N:6]=1)=[O:4].[Cl:13][C:14]1[CH:19]=[CH:18][C:17](B(O)O)=[C:16]([F:23])[C:15]=1[O:24][CH3:25]. The product is [CH3:1][O:2][C:3]([C:5]1[CH:10]=[C:9]([NH2:11])[N:8]=[C:7]([C:17]2[CH:18]=[CH:19][C:14]([Cl:13])=[C:15]([O:24][CH3:25])[C:16]=2[F:23])[N:6]=1)=[O:4]. The catalyst is C(COC)OC.O.Cl[Pd](Cl)([P](C1C=CC=CC=1)(C1C=CC=CC=1)C1C=CC=CC=1)[P](C1C=CC=CC=1)(C1C=CC=CC=1)C1C=CC=CC=1. (3) The product is [F:1][C:2]1[CH:3]=[CH:4][C:5]2[N:6]([C:10]([CH2:11][CH2:12][N:13]3[CH2:18][CH2:17][N:16]([CH3:19])[CH2:15][CH2:14]3)=[N:9][N:8]=2)[CH:7]=1. The yield is 0.720. The catalyst is C1COCC1. The reactants are [F:1][C:2]1[CH:3]=[CH:4][C:5]([NH:8][NH:9][C:10](=O)[CH2:11][CH2:12][N:13]2[CH2:18][CH2:17][N:16]([CH3:19])[CH2:15][CH2:14]2)=[N:6][CH:7]=1.C1(P(C2C=CC=CC=2)C2C=CC=CC=2)C=CC=CC=1.C(N(CC)CC)C.ClC(Cl)(Cl)C(Cl)(Cl)Cl. (4) The reactants are S(=O)(O)[O-].[Na+].[Br:6][C:7]1[CH:8]=[C:9]([CH:12]=[CH:13][C:14]=1[F:15])[CH:10]=[O:11].[C-:16]#[N:17].[Na+]. The catalyst is O.CCOCC. The product is [Br:6][C:7]1[CH:8]=[C:9]([CH:10]([C:16]#[N:17])[OH:11])[CH:12]=[CH:13][C:14]=1[F:15]. The yield is 0.920. (5) The reactants are Cl[C:2]([O:4][CH2:5][CH3:6])=[O:3].[CH:7]12[CH2:16][CH:11]3[CH2:12][CH:13]([CH2:15][CH:9]([CH2:10]3)[CH:8]1[C:17]1[CH:22]=[C:21]([CH3:23])[CH:20]=[CH:19][C:18]=1[OH:24])[CH2:14]2.CCN(CC)CC. The catalyst is CN(C1C=CN=CC=1)C.ClCCl. The product is [C:2](=[O:3])([O:4][CH2:5][CH3:6])[O:24][C:18]1[CH:19]=[CH:20][C:21]([CH3:23])=[CH:22][C:17]=1[CH:8]1[CH:9]2[CH2:10][CH:11]3[CH2:12][CH:13]([CH2:14][CH:7]1[CH2:16]3)[CH2:15]2. The yield is 0.940. (6) The reactants are Cl.[CH2:2]([C:10]1[CH:11]=[C:12]2[C:16](=[CH:17][CH:18]=1)[CH2:15][NH:14][CH2:13]2)[CH2:3][CH2:4][CH2:5][CH2:6][CH2:7][CH2:8][CH3:9].[CH:19]([C:21]1([NH:29][C:30](=[O:36])[O:31][C:32]([CH3:35])([CH3:34])[CH3:33])[CH2:26][O:25][C:24]([CH3:28])([CH3:27])[O:23][CH2:22]1)=O.[BH-](OC(C)=O)(OC(C)=O)OC(C)=O.[Na+].CCN(CC)CC.CC(O)=O. The catalyst is ClCCCl. The product is [CH3:27][C:24]1([CH3:28])[O:23][CH2:22][C:21]([NH:29][C:30](=[O:36])[O:31][C:32]([CH3:35])([CH3:34])[CH3:33])([CH2:19][N:14]2[CH2:13][C:12]3[C:16](=[CH:17][CH:18]=[C:10]([CH2:2][CH2:3][CH2:4][CH2:5][CH2:6][CH2:7][CH2:8][CH3:9])[CH:11]=3)[CH2:15]2)[CH2:26][O:25]1. The yield is 0.920.